Dataset: Catalyst prediction with 721,799 reactions and 888 catalyst types from USPTO. Task: Predict which catalyst facilitates the given reaction. (1) Reactant: [C:1](O)(=[O:10])/[CH:2]=[CH:3]/[C:4]1[CH:9]=[CH:8][CH:7]=[CH:6][CH:5]=1.CC(C)(C)C(Cl)=O.[CH2:19]([C@H:26]1[CH2:30][O:29][C:28](=[O:31])[NH:27]1)[C:20]1[CH:25]=[CH:24][CH:23]=[CH:22][CH:21]=1.C([Li])CCC. Product: [C:1]([N:27]1[C@@H:26]([CH2:19][C:20]2[CH:21]=[CH:22][CH:23]=[CH:24][CH:25]=2)[CH2:30][O:29][C:28]1=[O:31])(=[O:10])/[CH:2]=[CH:3]/[C:4]1[CH:9]=[CH:8][CH:7]=[CH:6][CH:5]=1. The catalyst class is: 1. (2) Reactant: C(Cl)(=O)OC.C(N(CC)CC)C.[CH2:13]([C:15]1[C:20]([O:21]C(OC)=O)=[CH:19][C:18]([O:26]C(OC)=O)=[C:17]([C:31]2[CH:36]=[CH:35][CH:34]=[C:33]([C:37]3[CH:42]=[CH:41][CH:40]=[CH:39][CH:38]=3)[CH:32]=2)[C:16]=1[CH2:43][CH2:44][O:45][CH3:46])[CH3:14].[BH4-].[Na+].N. Product: [CH2:13]([C:15]1[C:20]([OH:21])=[CH:19][C:18]([OH:26])=[C:17]([C:31]2[CH:36]=[CH:35][CH:34]=[C:33]([C:37]3[CH:42]=[CH:41][CH:40]=[CH:39][CH:38]=3)[CH:32]=2)[C:16]=1[CH2:43][CH2:44][O:45][CH3:46])[CH3:14]. The catalyst class is: 364. (3) Product: [CH2:19]([O:18][C:16]([C:11]1([CH2:7][CH:1]2[CH2:6][CH2:5]2)[S:12][CH2:13][CH2:14][CH2:15][S:10]1)=[O:17])[CH3:20]. The catalyst class is: 3. Reactant: [C:1]1([CH3:7])[CH:6]=[CH:5]C=CC=1.[H-].[Na+].[S:10]1[CH2:15][CH2:14][CH2:13][S:12][CH:11]1[C:16]([O:18][CH2:19][CH3:20])=[O:17].BrCC1CC1. (4) Reactant: [CH3:1][O:2][CH:3]([O:26][CH3:27])[CH:4]1[S:8][C:7]([C:9]2[NH:10][C:11]3[C:16]([CH:17]=2)=[CH:15][C:14]([O:18][CH2:19][CH2:20][O:21][CH3:22])=[CH:13][C:12]=3[N+:23]([O-])=O)=[N:6][CH2:5]1.O.NN.C(OCC)(=O)C.CCCCCC. Product: [CH3:27][O:26][CH:3]([O:2][CH3:1])[CH:4]1[S:8][C:7]([C:9]2[NH:10][C:11]3[C:16]([CH:17]=2)=[CH:15][C:14]([O:18][CH2:19][CH2:20][O:21][CH3:22])=[CH:13][C:12]=3[NH2:23])=[N:6][CH2:5]1. The catalyst class is: 178. (5) Reactant: C(#N)C.[Cl:4][C:5]1[CH:11]=[CH:10][C:8]([NH2:9])=[CH:7][CH:6]=1.[C:12](Cl)(=[O:17])[C:13]([CH3:16])([CH3:15])[CH3:14]. Product: [Cl:4][C:5]1[CH:11]=[CH:10][C:8]([NH:9][C:12](=[O:17])[C:13]([CH3:16])([CH3:15])[CH3:14])=[CH:7][CH:6]=1. The catalyst class is: 66. (6) Reactant: [O-:1]C#N.[Na+].[NH2:5][C:6]1[CH:15]=[C:14]([Br:16])[CH:13]=[CH:12][C:7]=1[C:8]([O:10][CH3:11])=[O:9]. Product: [Br:16][C:14]1[CH:13]=[CH:12][C:7]2[C:8](=[O:9])[O:10][C:11](=[O:1])[NH:5][C:6]=2[CH:15]=1. The catalyst class is: 86. (7) Reactant: [F:1][C:2]1[CH:3]=[C:4]2[C:9](=[CH:10][CH:11]=1)[N:8]=[CH:7][C:6]([C:12]1[CH:13]=[N:14][N:15]3[C:20]([NH2:21])=[CH:19][C:18]([CH:22]([NH:24][CH:25]4[CH2:30][CH2:29][O:28][CH2:27][CH2:26]4)[CH3:23])=[N:17][C:16]=13)=[CH:5]2.[H-].[Na+].Br[CH2:34][CH2:35][C:36]([O:38][C:39]([CH3:42])([CH3:41])[CH3:40])=[O:37]. Product: [F:1][C:2]1[CH:3]=[C:4]2[C:9](=[CH:10][CH:11]=1)[N:8]=[CH:7][C:6]([C:12]1[CH:13]=[N:14][N:15]3[C:20]([NH:21][CH2:34][CH2:35][C:36]([O:38][C:39]([CH3:42])([CH3:41])[CH3:40])=[O:37])=[CH:19][C:18]([CH:22]([NH:24][CH:25]4[CH2:26][CH2:27][O:28][CH2:29][CH2:30]4)[CH3:23])=[N:17][C:16]=13)=[CH:5]2. The catalyst class is: 3. (8) Reactant: I[C:2]1[C:6]([CH:7]=[O:8])=[CH:5][N:4]([CH:9]2[CH2:14][CH2:13][CH2:12][CH2:11][O:10]2)[N:3]=1.[CH:15]([O:18][C:19]1[CH:24]=[CH:23][C:22](B(O)O)=[CH:21][CH:20]=1)([CH3:17])[CH3:16].C([O-])(O)=O.[Na+].O. Product: [CH:15]([O:18][C:19]1[CH:24]=[CH:23][C:22]([C:2]2[C:6]([CH:7]=[O:8])=[CH:5][N:4]([CH:9]3[CH2:14][CH2:13][CH2:12][CH2:11][O:10]3)[N:3]=2)=[CH:21][CH:20]=1)([CH3:17])[CH3:16]. The catalyst class is: 752.